From a dataset of Forward reaction prediction with 1.9M reactions from USPTO patents (1976-2016). Predict the product of the given reaction. (1) Given the reactants [CH3:1][C:2]([CH3:18])([OH:17])[CH2:3][N:4]1[C:16]2[C:15]3[CH:14]=[CH:13][CH:12]=[CH:11][C:10]=3[N:9]=[CH:8][C:7]=2[N:6]=[CH:5]1.[NH2:19][NH2:20].[N:21]([O-])=O.[Na+], predict the reaction product. The product is: [CH3:1][C:2]([CH3:18])([OH:17])[CH2:3][N:4]1[C:16]2[C:15]3[C:14](=[CH:13][CH:12]=[CH:11][CH:10]=3)[N:19]3[N:20]=[N:21][N:9]=[C:8]3[C:7]=2[N:6]=[CH:5]1. (2) Given the reactants [F:1][C:2]1[CH:3]=[CH:4][C:5]([N+:11]([O-])=O)=[C:6]([CH:10]=1)[C:7]([OH:9])=[O:8], predict the reaction product. The product is: [NH2:11][C:5]1[CH:4]=[CH:3][C:2]([F:1])=[CH:10][C:6]=1[C:7]([OH:9])=[O:8]. (3) Given the reactants [Br:1][C:2]1[CH:7]=[CH:6][C:5]([CH2:8][CH2:9][NH2:10])=[C:4]([C:11]([CH3:14])([CH3:13])[CH3:12])[CH:3]=1.[H-].[Na+].Br[CH2:18][CH:19]([CH3:21])[CH3:20], predict the reaction product. The product is: [Br:1][C:2]1[CH:7]=[CH:6][C:5]([CH2:8][CH2:9][NH:10][CH2:18][CH:19]([CH3:21])[CH3:20])=[C:4]([C:11]([CH3:14])([CH3:13])[CH3:12])[CH:3]=1. (4) Given the reactants [N+:1]([C:4]1[CH:5]=[N:6][C:7]([NH2:10])=[N:8][CH:9]=1)([O-:3])=[O:2].Br[C:12]1[CH:13]=[N:14][CH:15]=[CH:16][CH:17]=1.C(=O)([O-])[O-].[Cs+].[Cs+].C1(P(C2C=CC=CC=2)C2C3OC4C(=CC=CC=4P(C4C=CC=CC=4)C4C=CC=CC=4)C(C)(C)C=3C=CC=2)C=CC=CC=1, predict the reaction product. The product is: [N+:1]([C:4]1[CH:5]=[N:6][C:7]([NH:10][C:12]2[CH:13]=[N:14][CH:15]=[CH:16][CH:17]=2)=[N:8][CH:9]=1)([O-:3])=[O:2]. (5) Given the reactants [CH2:1]([O:8][C:9](=[O:25])[NH:10][CH2:11][C:12]1[C:13]([CH3:24])=[N:14][O:15][C:16]=1[C:17]1[CH:22]=[CH:21][C:20](Br)=[CH:19][CH:18]=1)[C:2]1[CH:7]=[CH:6][CH:5]=[CH:4][CH:3]=1.[C:26]([C:29]1[CH:30]=[C:31](B(O)O)[CH:32]=[CH:33][CH:34]=1)([OH:28])=[O:27], predict the reaction product. The product is: [CH2:1]([O:8][C:9]([NH:10][CH2:11][C:12]1[C:13]([CH3:24])=[N:14][O:15][C:16]=1[C:17]1[CH:22]=[CH:21][C:20]([C:33]2[CH:32]=[CH:31][CH:30]=[C:29]([C:26]([OH:28])=[O:27])[CH:34]=2)=[CH:19][CH:18]=1)=[O:25])[C:2]1[CH:7]=[CH:6][CH:5]=[CH:4][CH:3]=1.